Predict the reactants needed to synthesize the given product. From a dataset of Full USPTO retrosynthesis dataset with 1.9M reactions from patents (1976-2016). Given the product [CH3:18][CH:6]1[CH2:5][CH:4]([CH3:3])[CH2:9][N:8]([C:29]2[C:30]([F:49])=[CH:31][C:32]3[C:33]4[C:34]([C:39](=[O:48])[N:40]([C:42]5[CH:47]=[CH:46][CH:45]=[CH:44][CH:43]=5)[N:41]=4)=[CH:35][NH:36][C:37]=3[CH:38]=2)[CH2:7]1, predict the reactants needed to synthesize it. The reactants are: FC1C(N2CCNCC2)=C[C:9]2[NH:8][CH:7]=[C:6]3[C:18](=O)N(C4C=CC=CC=4)N=[C:5]3[C:4]=2[CH:3]=1.F[C:29]1[C:30]([F:49])=[CH:31][C:32]2[C:33]3[C:34]([C:39](=[O:48])[N:40]([C:42]4[CH:47]=[CH:46][CH:45]=[CH:44][CH:43]=4)[N:41]=3)=[CH:35][NH:36][C:37]=2[CH:38]=1.CC1CC(C)CNC1.